The task is: Predict which catalyst facilitates the given reaction.. This data is from Catalyst prediction with 721,799 reactions and 888 catalyst types from USPTO. Reactant: [N+:1]([C:4]1[CH:5]=[CH:6][C:7]([CH:10]=O)=[N:8][CH:9]=1)([O-:3])=[O:2].[N:12]1([CH2:18][CH2:19][OH:20])[CH2:17][CH2:16][NH:15][CH2:14][CH2:13]1.C(O[BH-](OC(=O)C)OC(=O)C)(=O)C.[Na+].C(=O)([O-])O.[Na+]. Product: [N+:1]([C:4]1[CH:5]=[CH:6][C:7]([CH2:10][N:15]2[CH2:16][CH2:17][N:12]([CH2:18][CH2:19][OH:20])[CH2:13][CH2:14]2)=[N:8][CH:9]=1)([O-:3])=[O:2]. The catalyst class is: 411.